Predict the product of the given reaction. From a dataset of Forward reaction prediction with 1.9M reactions from USPTO patents (1976-2016). (1) Given the reactants Br[C:2]1[N:3]=[C:4]2[C:10]3[CH:11]=[CH:12][CH:13]=[CH:14][C:9]=3[NH:8][C:7]3[N:15]=[CH:16][CH:17]=[CH:18][C:6]=3[N:5]2[C:19]=1[C:20]1[CH:25]=[CH:24][C:23]([C:26]2([NH:30]C(=O)OC(C)(C)C)[CH2:29][CH2:28][CH2:27]2)=[CH:22][CH:21]=1.[OH:38][C:39]1[CH:40]=[C:41](B(O)O)[CH:42]=[CH:43][C:44]=1[CH3:45].[O-]P([O-])([O-])=O.[K+].[K+].[K+], predict the reaction product. The product is: [NH2:30][C:26]1([C:23]2[CH:24]=[CH:25][C:20]([C:19]3[N:5]4[C:6]5[CH:18]=[CH:17][CH:16]=[N:15][C:7]=5[NH:8][C:9]5[CH:14]=[CH:13][CH:12]=[CH:11][C:10]=5[C:4]4=[N:3][C:2]=3[C:41]3[CH:42]=[CH:43][C:44]([CH3:45])=[C:39]([OH:38])[CH:40]=3)=[CH:21][CH:22]=2)[CH2:27][CH2:28][CH2:29]1. (2) Given the reactants [C:1]([C:3]1[CH:8]=[CH:7][C:6]([CH2:9][CH2:10][C:11]([O:13][CH3:14])=[O:12])=[CH:5][CH:4]=1)#[CH:2].I[C:16]1[CH:21]=[CH:20][CH:19]=[CH:18][C:17]=1[OH:22], predict the reaction product. The product is: [OH:22][C:17]1[CH:18]=[CH:19][CH:20]=[CH:21][C:16]=1[C:2]#[C:1][C:3]1[CH:8]=[CH:7][C:6]([CH2:9][CH2:10][C:11]([O:13][CH3:14])=[O:12])=[CH:5][CH:4]=1. (3) Given the reactants [CH3:1][C:2]1[CH:3]=[C:4]([CH2:8][C:9]([OH:11])=O)[CH:5]=[CH:6][CH:7]=1.Cl.[CH3:13][NH:14][O:15][CH3:16].C(Cl)CCl.C1C=CC2N(O)N=NC=2C=1.C(N(CC)C(C)C)(C)C, predict the reaction product. The product is: [CH3:16][O:15][N:14]([CH3:13])[C:9](=[O:11])[CH2:8][C:4]1[CH:5]=[CH:6][CH:7]=[C:2]([CH3:1])[CH:3]=1. (4) Given the reactants Br[CH2:2][C:3]1[N:8]=[CH:7][C:6]([C:9]([NH:11][C:12]2[CH:17]=[CH:16][C:15]([Cl:18])=[C:14]([C:19]3[CH:24]=[CH:23][CH:22]=[CH:21][N:20]=3)[CH:13]=2)=[O:10])=[CH:5][CH:4]=1.[CH3:25][N:26]1[CH2:31][CH2:30][NH:29][CH2:28][CH2:27]1, predict the reaction product. The product is: [Cl:18][C:15]1[CH:16]=[CH:17][C:12]([NH:11][C:9]([C:6]2[CH:7]=[N:8][C:3]([CH2:2][N:29]3[CH2:30][CH2:31][N:26]([CH3:25])[CH2:27][CH2:28]3)=[CH:4][CH:5]=2)=[O:10])=[CH:13][C:14]=1[C:19]1[CH:24]=[CH:23][CH:22]=[CH:21][N:20]=1.